Dataset: Reaction yield outcomes from USPTO patents with 853,638 reactions. Task: Predict the reaction yield, written as a fraction of the theoretical maximum amount of product (1.0 means a 100% yield; for example, 0.34 means a 34% yield). (1) The reactants are ClC1C(C)=C(S(Cl)(=O)=O)C=CC=1.N1C=CC=C[CH:14]=1.COC([C:23]1[NH:24][C:25]2[C:30]([CH:31]=1)=[CH:29][C:28]([NH2:32])=[CH:27][CH:26]=2)=O.[C:33]([O-:36])(O)=[O:34].[Na+]. The catalyst is ClCCl. The product is [CH3:14][O:36][C:33]([C:31]1[C:30]2[C:25](=[CH:26][CH:27]=[C:28]([NH2:32])[CH:29]=2)[NH:24][CH:23]=1)=[O:34]. The yield is 0.650. (2) The reactants are [CH3:1][N:2]1[CH2:28][CH2:27][C:5]2[N:6]=[C:7]([O:10][CH:11]3[CH2:16][CH2:15][N:14](C(OCC4C=CC=CC=4)=O)[CH2:13][CH2:12]3)[N:8]=[CH:9][C:4]=2[CH2:3]1. The catalyst is CC(O)C.[Pd]. The product is [CH3:1][N:2]1[CH2:28][CH2:27][C:5]2[N:6]=[C:7]([O:10][CH:11]3[CH2:12][CH2:13][NH:14][CH2:15][CH2:16]3)[N:8]=[CH:9][C:4]=2[CH2:3]1. The yield is 1.00. (3) The reactants are [Cl:1][C:2]1[CH:3]=[CH:4][C:5]([F:23])=[C:6]([C:8]2[CH:13]=[CH:12][C:11]([CH2:14]O)=[CH:10][C:9]=2[C:16]2[C:20]([CH3:22])([CH3:21])[CH2:19][CH2:18][CH:17]=2)[CH:7]=1.CN(C=O)C.S(Cl)([Cl:31])=O. The catalyst is C(Cl)Cl. The product is [Cl:1][C:2]1[CH:3]=[CH:4][C:5]([F:23])=[C:6]([C:8]2[CH:13]=[CH:12][C:11]([CH2:14][Cl:31])=[CH:10][C:9]=2[C:16]2[C:20]([CH3:22])([CH3:21])[CH2:19][CH2:18][CH:17]=2)[CH:7]=1. The yield is 0.990.